This data is from Catalyst prediction with 721,799 reactions and 888 catalyst types from USPTO. The task is: Predict which catalyst facilitates the given reaction. (1) Reactant: [Cl:1][C:2]1[CH:3]=[C:4]([C:8]2[N:9]3[C:15](=[S:16])[NH:14][CH:13]=[C:10]3[S:11][CH:12]=2)[CH:5]=[CH:6][CH:7]=1.CCN(C(C)C)C(C)C.Br[CH2:27][C:28]1[C:33]([F:34])=[CH:32][CH:31]=[CH:30][C:29]=1[Cl:35]. Product: [Cl:35][C:29]1[CH:30]=[CH:31][CH:32]=[C:33]([F:34])[C:28]=1[CH2:27][S:16][C:15]1[N:9]2[C:10]([S:11][CH:12]=[C:8]2[C:4]2[CH:5]=[CH:6][CH:7]=[C:2]([Cl:1])[CH:3]=2)=[CH:13][N:14]=1. The catalyst class is: 4. (2) Reactant: C([O:3][C:4](=[O:34])[CH:5]=[CH:6][C:7]1[CH:11]=[CH:10][N:9]([S:12]([C:15]2[CH:16]=[C:17]3[C:22](=[CH:23][CH:24]=2)[N:21]=[CH:20][N:19]=[C:18]3[NH:25][C:26]2[CH:31]=[CH:30][CH:29]=[C:28]([C:32]#[CH:33])[CH:27]=2)(=[O:14])=[O:13])[CH:8]=1)C.[Li+].[OH-].C(O)(=O)C. Product: [C:32]([C:28]1[CH:27]=[C:26]([NH:25][C:18]2[C:17]3[C:22](=[CH:23][CH:24]=[C:15]([S:12]([N:9]4[CH:10]=[CH:11][C:7]([CH:6]=[CH:5][C:4]([OH:34])=[O:3])=[CH:8]4)(=[O:14])=[O:13])[CH:16]=3)[N:21]=[CH:20][N:19]=2)[CH:31]=[CH:30][CH:29]=1)#[CH:33]. The catalyst class is: 20. (3) Product: [Cl:1][C:2]1[C:10]([F:11])=[CH:9][CH:8]=[CH:7][C:3]=1[C:4]([N:26]([O:27][CH3:28])[CH3:25])=[O:5]. The catalyst class is: 2. Reactant: [Cl:1][C:2]1[C:10]([F:11])=[CH:9][CH:8]=[CH:7][C:3]=1[C:4](O)=[O:5].C(N1C=CN=C1)(N1C=CN=C1)=O.Cl.[CH3:25][NH:26][O:27][CH3:28].CCN(CC)CC. (4) Reactant: Cl[C:2]1[CH:3]=[C:4]([C:15]([NH:17][CH2:18][C:19]2[C:20](=[O:27])[NH:21][C:22]([CH3:26])=[CH:23][C:24]=2[CH3:25])=[O:16])[C:5]2[C:10]([CH3:11])=[N:9][N:8]([CH:12]([CH3:14])[CH3:13])[C:6]=2[N:7]=1.[N:28]1[CH:33]=[CH:32][CH:31]=[C:30](B(O)O)[CH:29]=1.C(=O)([O-])[O-].[Na+].[Na+].O. Product: [CH3:25][C:24]1[CH:23]=[C:22]([CH3:26])[NH:21][C:20](=[O:27])[C:19]=1[CH2:18][NH:17][C:15]([C:4]1[C:5]2[C:10]([CH3:11])=[N:9][N:8]([CH:12]([CH3:14])[CH3:13])[C:6]=2[N:7]=[C:2]([C:30]2[CH:29]=[N:28][CH:33]=[CH:32][CH:31]=2)[CH:3]=1)=[O:16]. The catalyst class is: 669.